Predict the reactants needed to synthesize the given product. From a dataset of Full USPTO retrosynthesis dataset with 1.9M reactions from patents (1976-2016). (1) Given the product [NH2:15][C@@:8]([C:6]1[CH:7]=[C:2]([Br:1])[CH:3]=[CH:4][C:5]=1[F:22])([CH3:14])[CH2:9][S:10][CH2:11][C:12]#[N:13], predict the reactants needed to synthesize it. The reactants are: [Br:1][C:2]1[CH:3]=[CH:4][C:5]([F:22])=[C:6]([C@:8]([NH:15]C(=O)C(F)(F)F)([CH3:14])[CH2:9][S:10][CH2:11][C:12]#[N:13])[CH:7]=1.[BH4-].[Na+].[NH4+].[Cl-]. (2) Given the product [Cl:8][C:9]1[CH:10]=[CH:11][C:12]([CH2:31][NH:32][C:33]2[CH:38]=[CH:37][C:36]([C:39]3[CH:44]=[CH:43][C:42]([F:45])=[C:41]([CH3:3])[CH:40]=3)=[CH:35][CH:34]=2)=[C:13]([C:15]2[CH:16]=[CH:17][C:18]([C:21]([NH:23][CH2:24][CH2:25][C:26]([OH:28])=[O:27])=[O:22])=[N:19][CH:20]=2)[CH:14]=1, predict the reactants needed to synthesize it. The reactants are: [Li+].[OH-].[CH2:3]1COCC1.[Cl:8][C:9]1[CH:10]=[CH:11][C:12]([CH2:31][NH:32][C:33]2[CH:38]=[CH:37][C:36]([C:39]3[CH:44]=[CH:43][C:42]([F:45])=[C:41](F)[CH:40]=3)=[CH:35][CH:34]=2)=[C:13]([C:15]2[CH:16]=[CH:17][C:18]([C:21]([NH:23][CH2:24][CH2:25][C:26]([O:28]CC)=[O:27])=[O:22])=[N:19][CH:20]=2)[CH:14]=1.Cl. (3) Given the product [F:25][C:26]([F:30])([F:29])[CH2:27][NH:28][C:21]([C:18]1[CH:17]=[CH:16][C:15]([O:14][CH2:13][C:12]2[C:8]([C:5]3[CH:4]=[CH:3][C:2]([F:1])=[CH:7][N:6]=3)=[N:9][O:10][C:11]=2[CH3:24])=[CH:20][N:19]=1)=[O:23], predict the reactants needed to synthesize it. The reactants are: [F:1][C:2]1[CH:3]=[CH:4][C:5]([C:8]2[C:12]([CH2:13][O:14][C:15]3[CH:16]=[CH:17][C:18]([C:21]([OH:23])=O)=[N:19][CH:20]=3)=[C:11]([CH3:24])[O:10][N:9]=2)=[N:6][CH:7]=1.[F:25][C:26]([F:30])([F:29])[CH2:27][NH2:28]. (4) Given the product [Br:16][C:17]1[CH:28]=[CH:27][C:20]([CH2:21][N:3]2[C:2]([CH3:1])=[N:6][N:5]([C:7]3[CH:12]=[CH:11][CH:10]=[CH:9][CH:8]=3)[C:4]2=[O:13])=[CH:19][C:18]=1[CH3:29], predict the reactants needed to synthesize it. The reactants are: [CH3:1][C:2]1[NH:3][C:4](=[O:13])[N:5]([C:7]2[CH:12]=[CH:11][CH:10]=[CH:9][CH:8]=2)[N:6]=1.[H-].[Na+].[Br:16][C:17]1[CH:28]=[CH:27][C:20]([CH2:21]OS(C)(=O)=O)=[CH:19][C:18]=1[CH3:29].O.